Dataset: Full USPTO retrosynthesis dataset with 1.9M reactions from patents (1976-2016). Task: Predict the reactants needed to synthesize the given product. (1) Given the product [CH3:1][N:2]1[CH:6]=[C:5]([C:7]2[CH:8]=[C:9]3[C:15]([C:16]([NH:18][NH:19][C:35](=[O:36])[CH:28]([NH:27][C:25](=[O:26])[O:24][C:21]([CH3:20])([CH3:23])[CH3:22])[C:29]4[CH:34]=[CH:33][CH:32]=[CH:31][CH:30]=4)=[O:17])=[CH:14][NH:13][C:10]3=[N:11][CH:12]=2)[CH:4]=[N:3]1, predict the reactants needed to synthesize it. The reactants are: [CH3:1][N:2]1[CH:6]=[C:5]([C:7]2[CH:8]=[C:9]3[C:15]([C:16]([NH:18][NH2:19])=[O:17])=[CH:14][NH:13][C:10]3=[N:11][CH:12]=2)[CH:4]=[N:3]1.[CH3:20][C:21]([O:24][C:25]([NH:27][C@@H:28]([C:35](O)=[O:36])[C:29]1[CH:34]=[CH:33][CH:32]=[CH:31][CH:30]=1)=[O:26])([CH3:23])[CH3:22].CN1CCOCC1.Cl.CN(C)CCCN=C=NCC.O.ON1C2C=CC=CC=2N=N1. (2) Given the product [CH3:1][C:2]1[C:6]([B:7]2[O:11][C:10]([CH3:13])([CH3:12])[C:9]([CH3:15])([CH3:14])[O:8]2)=[CH:5][O:4][N:3]=1, predict the reactants needed to synthesize it. The reactants are: [CH3:1][C:2]1[C:6]([B:7]2[O:11][C:10]([CH3:13])([CH3:12])[C:9]([CH3:15])([CH3:14])[O:8]2)=[C:5]([Si](C)(C)C)[O:4][N:3]=1.N. (3) Given the product [CH2:5]([N:4]([CH3:1])[CH:7]1[CH2:9][CH2:12][N:11]([C:56](=[O:58])[CH2:55][CH2:54][C:50]2[N:49]([CH2:48][C:47]([O:46][CH2:44][CH3:45])=[O:59])[CH:53]=[CH:52][N:51]=2)[CH2:10][CH2:8]1)[CH3:6], predict the reactants needed to synthesize it. The reactants are: [CH:1]([N:4]([CH:7]([CH3:9])[CH3:8])[CH2:5][CH3:6])(C)C.[CH3:10][N:11](C(ON1N=NC2C=CC=CC1=2)=[N+](C)C)[CH3:12].F[P-](F)(F)(F)(F)F.C(C1CCN(NC)CC1)C.[CH2:44]([O:46][C:47](=[O:59])[CH2:48][N:49]1[CH:53]=[CH:52][N:51]=[C:50]1[CH2:54][CH2:55][C:56]([OH:58])=O)[CH3:45]. (4) Given the product [CH3:1][N:2]([C:10]1[C:19]2[C:14](=[CH:15][CH:16]=[CH:17][CH:18]=2)[N:13]=[C:12]([CH3:20])[N:11]=1)[C:3]1[CH:4]=[CH:5][C:6]([NH:9][S:29]([CH3:28])(=[O:31])=[O:30])=[CH:7][CH:8]=1, predict the reactants needed to synthesize it. The reactants are: [CH3:1][N:2]([C:10]1[C:19]2[C:14](=[CH:15][CH:16]=[CH:17][CH:18]=2)[N:13]=[C:12]([CH3:20])[N:11]=1)[C:3]1[CH:8]=[CH:7][C:6]([NH2:9])=[CH:5][CH:4]=1.CCN(CC)CC.[CH3:28][S:29](Cl)(=[O:31])=[O:30]. (5) Given the product [Br:15][C:11]1[C:12]([CH3:14])=[CH:13][C:8]([O:7][CH3:6])=[N:9][CH:10]=1, predict the reactants needed to synthesize it. The reactants are: C([O-])(=O)C.[Na+].[CH3:6][O:7][C:8]1[CH:13]=[C:12]([CH3:14])[CH:11]=[CH:10][N:9]=1.[Br:15]Br.[OH-].[Na+]. (6) Given the product [F:42][C:43]1[CH:44]=[C:45]([C:46](=[O:47])[CH2:48][CH2:49][C:50]([N:19]2[CH2:20][CH2:21][N:16]3[CH2:14][CH2:13][CH2:12][CH2:11][C@@H:17]3[CH2:18]2)=[O:52])[CH:53]=[CH:54][C:55]=1[O:56][CH3:57], predict the reactants needed to synthesize it. The reactants are: COC1C=C([C:11](=O)[CH2:12][CH2:13][C:14]([N:16]2[CH2:21][CH2:20][N:19]3CCC[C@H:18]3[CH2:17]2)=O)C=CC=1OC.C(OC(N1CCCC[C@@H]1C(O)=O)=O)(C)(C)C.[F:42][C:43]1[CH:44]=[C:45]([CH:53]=[CH:54][C:55]=1[O:56][CH3:57])[C:46]([CH2:48][CH2:49][C:50]([OH:52])=O)=[O:47].